Dataset: Reaction yield outcomes from USPTO patents with 853,638 reactions. Task: Predict the reaction yield, written as a fraction of the theoretical maximum amount of product (1.0 means a 100% yield; for example, 0.34 means a 34% yield). The reactants are [F:1][C:2]1([F:49])[CH2:7][C@H:6]([O:8][C:9]2[C:14]([CH3:15])=[CH:13][C:12]([S:16]([N:19](CC3C=CC(OC)=CC=3OC)[C:20]3[CH:25]=[CH:24][N:23]=[CH:22][N:21]=3)(=[O:18])=[O:17])=[C:11]([F:37])[CH:10]=2)[C@@H:5]([C:38]2[N:42](COCCOC)[N:41]=[CH:40][CH:39]=2)[CH2:4][CH2:3]1.C([SiH](CC)CC)C. The catalyst is ClC(Cl)C.FC(F)(F)C(O)=O. The product is [F:49][C:2]1([F:1])[CH2:7][C@H:6]([O:8][C:9]2[C:14]([CH3:15])=[CH:13][C:12]([S:16]([NH:19][C:20]3[CH:25]=[CH:24][N:23]=[CH:22][N:21]=3)(=[O:18])=[O:17])=[C:11]([F:37])[CH:10]=2)[C@@H:5]([C:38]2[NH:42][N:41]=[CH:40][CH:39]=2)[CH2:4][CH2:3]1. The yield is 0.710.